The task is: Predict the reaction yield, written as a fraction of the theoretical maximum amount of product (1.0 means a 100% yield; for example, 0.34 means a 34% yield).. This data is from Reaction yield outcomes from USPTO patents with 853,638 reactions. (1) The reactants are [F:1][C:2]1[CH:3]=[CH:4][C:5]([O:10][C:11]2[CH:12]=[C:13]3[C:17](=[CH:18][CH:19]=2)[N:16]([CH2:20][CH:21]([CH3:23])[CH3:22])[N:15]=[CH:14]3)=[C:6]([CH:9]=1)[CH2:7][NH2:8].CCN(C(C)C)C(C)C.ClC(Cl)(O[C:37](=[O:43])OC(Cl)(Cl)Cl)Cl.[C:45]([C:49]1[O:53][N:52]=[C:51]([NH2:54])[CH:50]=1)([CH3:48])([CH3:47])[CH3:46]. The catalyst is ClCCl. The product is [C:45]([C:49]1[O:53][N:52]=[C:51]([NH:54][C:37]([NH:8][CH2:7][C:6]2[CH:9]=[C:2]([F:1])[CH:3]=[CH:4][C:5]=2[O:10][C:11]2[CH:12]=[C:13]3[C:17](=[CH:18][CH:19]=2)[N:16]([CH2:20][CH:21]([CH3:23])[CH3:22])[N:15]=[CH:14]3)=[O:43])[CH:50]=1)([CH3:48])([CH3:47])[CH3:46]. The yield is 0.440. (2) The reactants are Cl.[Cl:2][C:3]1[CH:8]=[CH:7][N:6]=[C:5]([C:9]([O:11]C)=O)[CH:4]=1.[CH3:13][NH2:14]. The catalyst is CO.C1COCC1. The product is [Cl:2][C:3]1[CH:8]=[CH:7][N:6]=[C:5]([C:9]([NH:14][CH3:13])=[O:11])[CH:4]=1. The yield is 0.970. (3) The reactants are [CH:1]([OH:4])([CH3:3])[CH3:2].C(N(CC)CC)C.Cl[C:13]([O:15][CH2:16][Cl:17])=[O:14]. The catalyst is ClCCl. The product is [CH:1]([O:4][C:13](=[O:14])[O:15][CH2:16][Cl:17])([CH3:3])[CH3:2]. The yield is 0.410. (4) The reactants are [NH:1]1[CH2:6][CH2:5][O:4][CH2:3][CH2:2]1.CCN=C=NCCCN(C)C.C1C=CC2N(O)N=NC=2C=1.[NH2:28][C:29]1[CH:37]=[CH:36][C:32]([C:33](O)=[O:34])=[CH:31][N:30]=1. The catalyst is CCO. The product is [NH2:28][C:29]1[N:30]=[CH:31][C:32]([C:33]([N:1]2[CH2:6][CH2:5][O:4][CH2:3][CH2:2]2)=[O:34])=[CH:36][CH:37]=1. The yield is 0.300. (5) The reactants are C[CH:2]1[CH2:10][C:9]2[C:4](=[CH:5][CH:6]=[CH:7][CH:8]=2)[C:3]1=[N:11]O.[CH3:13]O. The catalyst is [Pd]. The product is [CH3:13][CH:10]1[C:9]2[C:4](=[CH:5][CH:6]=[CH:7][CH:8]=2)[CH:3]([NH2:11])[CH2:2]1. The yield is 0.960. (6) The reactants are B([O-])([O-])[O-].B([O-])([O-])[O-].B([O-])([O-])[O-].B([O-])([O-])[O-].[Na+].[Na+].[Na+].[Na+].[Na+].[Na+].[Na+].[Na+].[Na+].[Na+].[Na+].[Na+].[CH2:29]([SH:32])[CH2:30][SH:31].[C:33]([NH2:37])(=[O:36])[CH:34]=[CH2:35]. The catalyst is O. The product is [CH2:29]([S:32][CH2:35][CH2:34][C:33]([NH2:37])=[O:36])[CH2:30][S:31][CH2:35][CH2:34][C:33]([NH2:37])=[O:36]. The yield is 0.932. (7) The reactants are [N:1]1([CH2:5][C@@H:6]([N:10]([CH3:20])[C:11](=[O:19])[C:12]2[CH:17]=[CH:16][C:15]([Cl:18])=[CH:14][CH:13]=2)[CH:7]([CH3:9])[CH3:8])[CH2:4][CH2:3][CH2:2]1.[C:21]([OH:30])(=[O:29])[CH:22]([CH:24]([C:26]([OH:28])=[O:27])[OH:25])[OH:23]. The catalyst is CC#N.O. The product is [OH:25][CH:24]([CH:22]([OH:23])[C:21]([O-:30])=[O:29])[C:26]([O-:28])=[O:27].[Cl:18][C:15]1[CH:14]=[CH:13][C:12]([C:11]([N:10]([C@@H:6]([CH:7]([CH3:8])[CH3:9])[CH2:5][NH+:1]2[CH2:4][CH2:3][CH2:2]2)[CH3:20])=[O:19])=[CH:17][CH:16]=1.[Cl:18][C:15]1[CH:14]=[CH:13][C:12]([C:11]([N:10]([C@@H:6]([CH:7]([CH3:8])[CH3:9])[CH2:5][NH+:1]2[CH2:4][CH2:3][CH2:2]2)[CH3:20])=[O:19])=[CH:17][CH:16]=1. The yield is 0.660. (8) The reactants are [C:1]([C:3]([C:6]1[CH:7]=[C:8]([NH:35]C(=O)OC(C)(C)C)[CH:9]=[C:10]([C:12]([NH:14][C:15]2[CH:20]=[CH:19][C:18]([CH3:21])=[C:17]([NH:22][C:23]([C:25]3[CH:26]=[C:27]4[C:32](=[CH:33][CH:34]=3)[N:31]=[CH:30][CH:29]=[N:28]4)=[O:24])[CH:16]=2)=[O:13])[CH:11]=1)([CH3:5])[CH3:4])#[N:2]. The catalyst is Cl.O1CCOCC1. The product is [NH2:35][C:8]1[CH:9]=[C:10]([CH:11]=[C:6]([C:3]([C:1]#[N:2])([CH3:5])[CH3:4])[CH:7]=1)[C:12]([NH:14][C:15]1[CH:20]=[CH:19][C:18]([CH3:21])=[C:17]([NH:22][C:23]([C:25]2[CH:26]=[C:27]3[C:32](=[CH:33][CH:34]=2)[N:31]=[CH:30][CH:29]=[N:28]3)=[O:24])[CH:16]=1)=[O:13]. The yield is 0.140. (9) The reactants are [CH3:1][C:2]1[CH:7]=[C:6]([CH3:8])[CH:5]=[C:4]([CH:9]2[CH2:14][CH2:13][O:12][CH2:11][CH2:10]2)[C:3]=1[OH:15].Br[CH2:17][C:18]([O:20][CH3:21])=[O:19].C(=O)([O-])[O-].[Cs+].[Cs+].C(=O)([O-])O.[Na+]. The catalyst is C(#N)C. The product is [CH3:1][C:2]1[CH:7]=[C:6]([CH3:8])[CH:5]=[C:4]([CH:9]2[CH2:14][CH2:13][O:12][CH2:11][CH2:10]2)[C:3]=1[O:15][CH2:17][C:18]([O:20][CH3:21])=[O:19]. The yield is 0.800.